From a dataset of Catalyst prediction with 721,799 reactions and 888 catalyst types from USPTO. Predict which catalyst facilitates the given reaction. (1) Reactant: C([O:4][CH2:5][C@@H:6]([NH:32][C:33]([O:35][CH2:36][C:37]1[CH:42]=[CH:41][CH:40]=[CH:39][CH:38]=1)=[O:34])[C:7]([N:9]1[CH2:13][CH2:12][CH2:11][C@H:10]1[C:14]([N:16]1[CH2:20][CH2:19][CH2:18][C@H:17]1[C:21]([NH:23][C@@H:24]([C@H:29]([OH:31])C)[C:25]([O:27][CH3:28])=[O:26])=[O:22])=[O:15])=[O:8])(=O)C.CN1CCOCC1. Product: [CH2:36]([O:35][C:33]([NH:32][C@@H:6]([CH2:5][OH:4])[C:7]([N:9]1[CH2:13][CH2:12][CH2:11][C@H:10]1[C:14]([N:16]1[CH2:20][CH2:19][CH2:18][C@H:17]1[C:21]([NH:23][C@@H:24]([CH2:29][OH:31])[C:25]([O:27][CH3:28])=[O:26])=[O:22])=[O:15])=[O:8])=[O:34])[C:37]1[CH:38]=[CH:39][CH:40]=[CH:41][CH:42]=1. The catalyst class is: 59. (2) Reactant: I[C:2]1[N:25]([S:26]([C:29]2[CH:34]=[CH:33][CH:32]=[CH:31][CH:30]=2)(=[O:28])=[O:27])[C:5]2=[N:6][CH:7]=[CH:8][C:9]([C:10]3[CH:11]=[CH:12][C:13]([O:18][CH:19]4[CH2:24][CH2:23][O:22][CH2:21][CH2:20]4)=[C:14]([CH:17]=3)[C:15]#[N:16])=[C:4]2[CH:3]=1.O1CCOCC1.O.C([O-])([O-])=O.[K+].[K+].[CH3:48][O:49][C:50]1[CH:51]=[C:52](B2OC(C)(C)C(C)(C)O2)[CH:53]=[CH:54][C:55]=1[O:56][CH3:57]. Product: [CH3:48][O:49][C:50]1[CH:51]=[C:52]([C:2]2[N:25]([S:26]([C:29]3[CH:30]=[CH:31][CH:32]=[CH:33][CH:34]=3)(=[O:27])=[O:28])[C:5]3=[N:6][CH:7]=[CH:8][C:9]([C:10]4[CH:11]=[CH:12][C:13]([O:18][CH:19]5[CH2:24][CH2:23][O:22][CH2:21][CH2:20]5)=[C:14]([CH:17]=4)[C:15]#[N:16])=[C:4]3[CH:3]=2)[CH:53]=[CH:54][C:55]=1[O:56][CH3:57]. The catalyst class is: 518. (3) Reactant: [Si:1]([O:8][C@H:9]1[C@H:14]([O:15][Si:16]([C:19]([CH3:22])([CH3:21])[CH3:20])([CH3:18])[CH3:17])[C@@H:13]([CH3:23])[CH2:12][N:11]([C:24]2[CH:29]=[CH:28][N:27]=[CH:26][C:25]=2[N+:30]([O-])=O)[CH2:10]1)([C:4]([CH3:7])([CH3:6])[CH3:5])([CH3:3])[CH3:2]. Product: [Si:1]([O:8][C@H:9]1[C@H:14]([O:15][Si:16]([C:19]([CH3:21])([CH3:22])[CH3:20])([CH3:18])[CH3:17])[C@@H:13]([CH3:23])[CH2:12][N:11]([C:24]2[CH:29]=[CH:28][N:27]=[CH:26][C:25]=2[NH2:30])[CH2:10]1)([C:4]([CH3:5])([CH3:6])[CH3:7])([CH3:2])[CH3:3]. The catalyst class is: 29. (4) Reactant: Br[C:2]1[C:13]([F:14])=[CH:12][C:5]([CH2:6][N:7]2[CH2:11][CH2:10][CH2:9][CH2:8]2)=[C:4]([Cl:15])[CH:3]=1.CC(C)=O.C(=O)=O.[Li]CCCC.[O:28]=[C:29]1[CH2:32][CH:31]([C:33]([OH:35])=O)[CH2:30]1.[CH2:36]([NH2:40])[CH:37]([CH3:39])[CH3:38].C(P1(=O)OP(=O)(CCC)OP(=O)(CCC)O1)CC. Product: [CH2:36]([NH:40][C:33]([CH:31]1[CH2:30][C:29]([C:2]2[CH:3]=[C:4]([Cl:15])[C:5]([CH2:6][N:7]3[CH2:11][CH2:10][CH2:9][CH2:8]3)=[CH:12][C:13]=2[F:14])([OH:28])[CH2:32]1)=[O:35])[CH:37]([CH3:39])[CH3:38]. The catalyst class is: 49. (5) Reactant: [CH:1]1([CH2:7][CH2:8][CH2:9][C@@H:10]([C:16]2[O:20][N:19]=[C:18]([C:21]([NH2:23])=[O:22])[N:17]=2)[CH2:11][C:12]([NH:14][OH:15])=[O:13])[CH2:6][CH2:5][CH2:4][CH2:3][CH2:2]1.O. Product: [OH2:13].[CH:1]1([CH2:7][CH2:8][CH2:9][C@@H:10]([C:16]2[O:20][N:19]=[C:18]([C:21]([NH2:23])=[O:22])[N:17]=2)[CH2:11][C:12]([NH:14][OH:15])=[O:13])[CH2:2][CH2:3][CH2:4][CH2:5][CH2:6]1. The catalyst class is: 7. (6) Reactant: [CH3:1][N:2]1[CH2:7][CH2:6][N:5]([CH2:8][C:9]([OH:11])=[O:10])[CH2:4][CH2:3]1.C(=O)([O-])[O-].[Cs+:16].[Cs+]. Product: [CH3:1][N:2]1[CH2:3][CH2:4][N:5]([CH2:8][C:9]([O-:11])=[O:10])[CH2:6][CH2:7]1.[Cs+:16]. The catalyst class is: 6. (7) Reactant: [CH3:1][O:2][C:3]1[CH:4]=[CH:5][C:6]2[C:11](=[O:12])[N:10]([C:13]3[CH:18]=[CH:17][C:16]([O:19][CH2:20][C:21]([F:24])([F:23])[F:22])=[CH:15][CH:14]=3)[C:9](=[S:25])[NH:8][C:7]=2[N:26]=1.C(=O)([O-])O.[Na+].I[CH2:33][CH2:34][CH3:35].CN(C)C=O. Product: [CH3:1][O:2][C:3]1[CH:4]=[CH:5][C:6]2[C:11](=[O:12])[N:10]([C:13]3[CH:14]=[CH:15][C:16]([O:19][CH2:20][C:21]([F:24])([F:23])[F:22])=[CH:17][CH:18]=3)[C:9]([S:25][CH2:33][CH2:34][CH3:35])=[N:8][C:7]=2[N:26]=1. The catalyst class is: 6.